Dataset: Reaction yield outcomes from USPTO patents with 853,638 reactions. Task: Predict the reaction yield, written as a fraction of the theoretical maximum amount of product (1.0 means a 100% yield; for example, 0.34 means a 34% yield). (1) The reactants are [CH2:1]([S:11]([OH:14])(=[O:13])=[O:12])[CH2:2][S:3][S:4][CH2:5][CH2:6][S:7]([OH:10])(=[O:9])=[O:8].[OH-].[NH4+:16].CC(C)=O. The catalyst is O. The product is [CH2:1]([S:11]([O-:14])(=[O:13])=[O:12])[CH2:2][S:3][S:4][CH2:5][CH2:6][S:7]([O-:10])(=[O:8])=[O:9].[NH4+:16].[NH4+:16]. The yield is 0.820. (2) The reactants are C([O:4][C@H:5]([CH3:28])[CH2:6][CH2:7][CH2:8][CH2:9][N:10]1[C:19](=[O:20])[C:18]2[N:17]([CH3:21])[CH:16]=[N:15][C:14]=2[N:13]([CH2:22][C:23]2[O:24][CH:25]=[CH:26][CH:27]=2)[C:11]1=[O:12])(=O)C.Cl.O1CCOCC1. The catalyst is CO. The product is [O:24]1[CH:25]=[CH:26][CH:27]=[C:23]1[CH2:22][N:13]1[C:14]2[N:15]=[CH:16][N:17]([CH3:21])[C:18]=2[C:19](=[O:20])[N:10]([CH2:9][CH2:8][CH2:7][CH2:6][C@H:5]([OH:4])[CH3:28])[C:11]1=[O:12]. The yield is 0.800. (3) The reactants are [Cl:1][C:2]1[CH:7]=[CH:6][C:5]([N:8]([C@H:12]2[C:21]3[C:16](=[CH:17][CH:18]=[CH:19][CH:20]=3)[N:15]([C:22](=[O:37])[C:23]3[CH:28]=[CH:27][C:26]([O:29][CH2:30][CH:31]4[CH2:36][CH2:35][NH:34][CH2:33][CH2:32]4)=[CH:25][CH:24]=3)[C@@H:14]([CH3:38])[CH2:13]2)[C:9](=[O:11])[CH3:10])=[CH:4][CH:3]=1.CCN(C(C)C)C(C)C.[C:48](Cl)(=[O:50])[CH3:49]. The catalyst is ClCCl. The product is [C:48]([N:34]1[CH2:35][CH2:36][CH:31]([CH2:30][O:29][C:26]2[CH:27]=[CH:28][C:23]([C:22]([N:15]3[C:16]4[C:21](=[CH:20][CH:19]=[CH:18][CH:17]=4)[C@H:12]([N:8]([C:5]4[CH:6]=[CH:7][C:2]([Cl:1])=[CH:3][CH:4]=4)[C:9](=[O:11])[CH3:10])[CH2:13][C@@H:14]3[CH3:38])=[O:37])=[CH:24][CH:25]=2)[CH2:32][CH2:33]1)(=[O:50])[CH3:49]. The yield is 0.490. (4) The reactants are [CH3:1][N:2]([CH3:23])[C:3]([CH:5](C)[CH2:6][C:7]#[C:8][C:9]1[CH:10]=[C:11]([CH:19]=[CH:20][CH:21]=1)[C:12]([NH:14][CH:15]([CH3:18])[CH2:16][OH:17])=[O:13])=[O:4]. The catalyst is [Ni]. The product is [CH3:23][N:2]([CH3:1])[C:3]([CH2:5][CH2:6][CH:7]=[CH:8][C:9]1[CH:10]=[C:11]([CH:19]=[CH:20][CH:21]=1)[C:12]([NH:14][CH:15]([CH3:18])[CH2:16][OH:17])=[O:13])=[O:4]. The yield is 0.400. (5) The reactants are [CH2:1]([O:8][C:9]1[CH:14]=[CH:13][CH:12]=[CH:11][C:10]=1[C:15](=O)[CH3:16])[C:2]1[CH:7]=[CH:6][CH:5]=[CH:4][CH:3]=1.[CH:18]([CH:20]1[CH2:25][CH2:24][CH2:23][N:22]([C:26]([O:28][C:29]([CH3:32])([CH3:31])[CH3:30])=[O:27])[CH2:21]1)=O.[C:33]([CH2:35][C:36]([O:38][C:39]([CH3:42])([CH3:41])[CH3:40])=[O:37])#[N:34].C([O-])(=O)C.[NH4+:47]. The catalyst is COCCOC. The product is [NH2:34][C:33]1[N:47]=[C:15]([C:10]2[CH:11]=[CH:12][CH:13]=[CH:14][C:9]=2[O:8][CH2:1][C:2]2[CH:7]=[CH:6][CH:5]=[CH:4][CH:3]=2)[CH:16]=[C:18]([CH:20]2[CH2:25][CH2:24][CH2:23][N:22]([C:26]([O:28][C:29]([CH3:32])([CH3:31])[CH3:30])=[O:27])[CH2:21]2)[C:35]=1[C:36]([O:38][C:39]([CH3:42])([CH3:41])[CH3:40])=[O:37]. The yield is 0.220. (6) The reactants are [CH3:1][C:2]1([CH3:19])[CH2:5][CH:4]([C:6]([C:8]2[CH:18]=[CH:17][C:11]([C:12]([O:14][CH2:15][CH3:16])=[O:13])=[CH:10][CH:9]=2)=O)[CH2:3]1.[N:20]1[C:29]2[C:24](=[CH:25][CH:26]=[CH:27][CH:28]=2)[CH:23]=[C:22]([NH2:30])[CH:21]=1.C1(C)C=CC(S(O)(=O)=O)=CC=1.[BH4-].[Na+]. The catalyst is CO.C1(C)C=CC=CC=1. The product is [CH3:1][C:2]1([CH3:19])[CH2:5][CH:4]([CH:6]([NH:30][C:22]2[CH:21]=[N:20][C:29]3[C:24]([CH:23]=2)=[CH:25][CH:26]=[CH:27][CH:28]=3)[C:8]2[CH:18]=[CH:17][C:11]([C:12]([O:14][CH2:15][CH3:16])=[O:13])=[CH:10][CH:9]=2)[CH2:3]1. The yield is 0.0340. (7) The reactants are [C:1]([CH:5]1[CH2:13][C:12]2[C:7](=[CH:8][C:9]([N+:14]([O-:16])=[O:15])=[CH:10][CH:11]=2)[NH:6]1)([CH3:4])([CH3:3])[CH3:2].C(C1C(=O)C(Cl)=C(Cl)C(=O)C=1C#N)#N. The catalyst is O1CCOCC1. The product is [C:1]([C:5]1[NH:6][C:7]2[C:12]([CH:13]=1)=[CH:11][CH:10]=[C:9]([N+:14]([O-:16])=[O:15])[CH:8]=2)([CH3:4])([CH3:2])[CH3:3]. The yield is 0.800. (8) The reactants are C1(P(C2C=CC=CC=2)C2C=CC3C(=CC=CC=3)C=2C2C3C(=CC=CC=3)C=CC=2P(C2C=CC=CC=2)C2C=CC=CC=2)C=CC=CC=1.C(=O)([O-])[O-].[Cs+].[Cs+].[C:53]1([S:59]([C:62]2[CH:63]=[C:64](Br)[CH:65]=[CH:66][CH:67]=2)(=[O:61])=[O:60])[CH:58]=[CH:57][CH:56]=[CH:55][CH:54]=1.[C:69]([O:73][C:74]([N:76]1[CH2:81][CH2:80][NH:79][CH2:78][CH2:77]1)=[O:75])([CH3:72])([CH3:71])[CH3:70]. The catalyst is O1CCOCC1. The product is [C:53]1([S:59]([C:62]2[CH:63]=[C:64]([N:79]3[CH2:78][CH2:77][N:76]([C:74]([O:73][C:69]([CH3:72])([CH3:71])[CH3:70])=[O:75])[CH2:81][CH2:80]3)[CH:65]=[CH:66][CH:67]=2)(=[O:61])=[O:60])[CH:58]=[CH:57][CH:56]=[CH:55][CH:54]=1. The yield is 0.710. (9) The reactants are [CH3:1][O:2][C:3]1[CH:8]=[CH:7][C:6]([C:9]2([C:16]([O:18]C)=[O:17])[CH2:11][CH:10]2[C:12]([O:14]C)=[O:13])=[CH:5][CH:4]=1.[OH-].[K+].CCO. The catalyst is O. The product is [CH3:1][O:2][C:3]1[CH:4]=[CH:5][C:6]([C:9]2([C:16]([OH:18])=[O:17])[CH2:11][CH:10]2[C:12]([OH:14])=[O:13])=[CH:7][CH:8]=1. The yield is 0.500. (10) The reactants are [N:1]1[C:10]2[CH2:9][CH2:8][CH2:7][CH:6]([NH2:11])[C:5]=2[N:4]=[CH:3][CH:2]=1.[O:12]=[C:13]1[C:21]2[C:16](=[CH:17][CH:18]=[CH:19][CH:20]=2)[C:15](=[O:22])[N:14]1[CH2:23][CH2:24][CH2:25][CH:26]=O.C(O[BH-](OC(=O)C)OC(=O)C)(=O)C.[Na+].C(=O)(O)[O-].[Na+]. The catalyst is C(Cl)Cl. The product is [N:1]1[C:10]2[CH2:9][CH2:8][CH2:7][CH:6]([NH:11][CH2:26][CH2:25][CH2:24][CH2:23][N:14]3[C:15](=[O:22])[C:16]4[C:21](=[CH:20][CH:19]=[CH:18][CH:17]=4)[C:13]3=[O:12])[C:5]=2[N:4]=[CH:3][CH:2]=1. The yield is 0.810.